From a dataset of Forward reaction prediction with 1.9M reactions from USPTO patents (1976-2016). Predict the product of the given reaction. (1) Given the reactants [C:1]([NH:4][C:5]1[C:6]([C:17]#[C:18][C:19]([CH3:22])([CH3:21])[CH3:20])=[C:7]([OH:16])[C:8](=[CH:13][C:14]=1[Br:15])[C:9]([O:11][CH3:12])=[O:10])(=[O:3])[CH3:2], predict the reaction product. The product is: [C:1]([NH:4][C:5]1[C:6]2[CH:17]=[C:18]([C:19]([CH3:22])([CH3:21])[CH3:20])[O:16][C:7]=2[C:8]([C:9]([O:11][CH3:12])=[O:10])=[CH:13][C:14]=1[Br:15])(=[O:3])[CH3:2]. (2) Given the reactants [Br:1][C:2]1[CH:7]=[CH:6][C:5]([C@@H:8]([NH:10][C:11]2[CH:16]=[N:15][CH:14]=[C:13](Cl)[N:12]=2)[CH3:9])=[CH:4][CH:3]=1.[N:18]1[C:22]2[CH:23]=[CH:24][CH:25]=[CH:26][C:21]=2[NH:20][CH:19]=1, predict the reaction product. The product is: [N:18]1([C:13]2[N:12]=[C:11]([NH:10][C@H:8]([C:5]3[CH:6]=[CH:7][C:2]([Br:1])=[CH:3][CH:4]=3)[CH3:9])[CH:16]=[N:15][CH:14]=2)[C:22]2[CH:23]=[CH:24][CH:25]=[CH:26][C:21]=2[N:20]=[CH:19]1. (3) Given the reactants [C:1]1([C:7]2[C:15]3[C:10](=[CH:11][CH:12]=[CH:13][CH:14]=3)[NH:9][CH:8]=2)[CH:6]=[CH:5][CH:4]=[CH:3][CH:2]=1.[H-].[Na+].[Cl:18]C(Cl)(Cl)COC([N:24]1[CH2:33][CH2:32][C:31]2[C:26](=[CH:27][C:28]([S:34](Cl)(=[O:36])=[O:35])=[CH:29][CH:30]=2)[CH2:25]1)=O.C(=O)([O-])[O-].[Na+].[Na+].P([O-])(O)(O)=O.[Na+], predict the reaction product. The product is: [ClH:18].[C:1]1([C:7]2[C:15]3[C:10](=[CH:11][CH:12]=[CH:13][CH:14]=3)[N:9]([S:34]([C:28]3[CH:27]=[C:26]4[C:31]([CH2:32][CH2:33][NH:24][CH2:25]4)=[CH:30][CH:29]=3)(=[O:35])=[O:36])[CH:8]=2)[CH:2]=[CH:3][CH:4]=[CH:5][CH:6]=1. (4) Given the reactants [C:1]1([C@@H:7]2[CH2:12][CH2:11][C@H:10]([CH2:13][NH2:14])[CH2:9][CH2:8]2)[CH:6]=[CH:5][CH:4]=[CH:3][CH:2]=1.[Cl:15][C:16]1[CH:17]=[C:18]([CH:22]=[CH:23][CH:24]=1)[C:19](Cl)=[O:20].CCN(CC)CC, predict the reaction product. The product is: [Cl:15][C:16]1[CH:17]=[C:18]([CH:22]=[CH:23][CH:24]=1)[C:19]([NH:14][CH2:13][C@H:10]1[CH2:11][CH2:12][C@@H:7]([C:1]2[CH:6]=[CH:5][CH:4]=[CH:3][CH:2]=2)[CH2:8][CH2:9]1)=[O:20]. (5) Given the reactants C([O:8][C:9]1[CH:14]=[CH:13][C:12]([O:15][CH2:16][CH2:17][CH2:18][C:19]([F:22])([F:21])[F:20])=[CH:11][CH:10]=1)C1C=CC=CC=1.C(N(CC)CC)C, predict the reaction product. The product is: [F:20][C:19]([F:21])([F:22])[CH2:18][CH2:17][CH2:16][O:15][C:12]1[CH:13]=[CH:14][C:9]([OH:8])=[CH:10][CH:11]=1. (6) Given the reactants [N+:1]([C:4]1[CH:5]=[C:6]([OH:14])[CH:7]=[C:8]([C:10]([F:13])([F:12])[F:11])[CH:9]=1)([O-])=O.[H][H], predict the reaction product. The product is: [NH2:1][C:4]1[CH:5]=[C:6]([OH:14])[CH:7]=[C:8]([C:10]([F:11])([F:12])[F:13])[CH:9]=1. (7) Given the reactants CO[C:3]1[CH:4]=[C:5]([CH:9]=[CH:10][C:11]=1[N+:12]([O-:14])=[O:13])[C:6]([OH:8])=[O:7].C(=O)([O-])[O-].[K+].[K+].O.[CH3:22][NH2:23], predict the reaction product. The product is: [CH3:22][NH:23][C:3]1[CH:4]=[C:5]([CH:9]=[CH:10][C:11]=1[N+:12]([O-:14])=[O:13])[C:6]([OH:8])=[O:7]. (8) Given the reactants [C:1]([O:5][C:6](=[O:40])[CH2:7][CH2:8][C@H:9]([NH:29]C(OCC1C=CC=CC=1)=O)[CH2:10][O:11][Si:12]([C:25]([CH3:28])([CH3:27])[CH3:26])([C:19]1[CH:24]=[CH:23][CH:22]=[CH:21][CH:20]=1)[C:13]1[CH:18]=[CH:17][CH:16]=[CH:15][CH:14]=1)([CH3:4])([CH3:3])[CH3:2], predict the reaction product. The product is: [C:1]([O:5][C:6](=[O:40])[CH2:7][CH2:8][C@H:9]([NH2:29])[CH2:10][O:11][Si:12]([C:25]([CH3:28])([CH3:27])[CH3:26])([C:19]1[CH:20]=[CH:21][CH:22]=[CH:23][CH:24]=1)[C:13]1[CH:14]=[CH:15][CH:16]=[CH:17][CH:18]=1)([CH3:4])([CH3:2])[CH3:3]. (9) Given the reactants C[Al](C)C.[CH:5]1([CH2:8][NH2:9])[CH2:7][CH2:6]1.C[O:11][C:12](=O)[C:13]1[CH:18]=[CH:17][C:16]([O:19][CH2:20][C:21]2[C:22]([C:27]3[CH:32]=[CH:31][C:30]([Cl:33])=[CH:29][CH:28]=3)=[N:23][O:24][C:25]=2[CH3:26])=[N:15][CH:14]=1.O, predict the reaction product. The product is: [Cl:33][C:30]1[CH:29]=[CH:28][C:27]([C:22]2[C:21]([CH2:20][O:19][C:16]3[CH:17]=[CH:18][C:13]([C:12]([NH:9][CH2:8][CH:5]4[CH2:7][CH2:6]4)=[O:11])=[CH:14][N:15]=3)=[C:25]([CH3:26])[O:24][N:23]=2)=[CH:32][CH:31]=1. (10) Given the reactants [CH3:1][N:2]1[CH2:15][CH2:14][C:5]2[NH:6][C:7]3[CH:8]=[CH:9][C:10]([CH3:13])=[CH:11][C:12]=3[C:4]=2[CH2:3]1.P([O-])([O-])([O-])=O.[K+].[K+].[K+].Br[CH:25]=[C:26]([C:28]1[CH:33]=[CH:32][CH:31]=[C:30]([F:34])[CH:29]=1)[CH3:27], predict the reaction product. The product is: [F:34][C:30]1[CH:29]=[C:28](/[C:26](/[CH3:27])=[CH:25]/[N:6]2[C:7]3[CH:8]=[CH:9][C:10]([CH3:13])=[CH:11][C:12]=3[C:4]3[CH2:3][N:2]([CH3:1])[CH2:15][CH2:14][C:5]2=3)[CH:33]=[CH:32][CH:31]=1.